From a dataset of Catalyst prediction with 721,799 reactions and 888 catalyst types from USPTO. Predict which catalyst facilitates the given reaction. (1) Reactant: [Br:1][C:2]1[CH:3]=[C:4]([CH:8]=[O:9])[CH:5]=[N:6][CH:7]=1.[BH4-].[Na+]. Product: [Br:1][C:2]1[CH:3]=[C:4]([CH2:8][OH:9])[CH:5]=[N:6][CH:7]=1. The catalyst class is: 5. (2) Reactant: [CH2:1]([O:3][C:4](=[O:21])[CH:5]([O:18][CH2:19][CH3:20])[CH2:6][C:7]1[CH:12]=[C:11]([O:13][CH2:14][CH3:15])[C:10]([OH:16])=[CH:9][C:8]=1[F:17])[CH3:2].Cl[CH2:23][C:24]1[N:25]=[C:26]([C:29]2[CH:34]=[CH:33][C:32]([CH:35]([CH3:37])[CH3:36])=[CH:31][CH:30]=2)[S:27][CH:28]=1.C(C1C=CC(C(N)=S)=CC=1)(C)C.ClCC(CCl)=O.C(=O)([O-])[O-].[Cs+].[Cs+]. Product: [CH2:1]([O:3][C:4](=[O:21])[CH:5]([O:18][CH2:19][CH3:20])[CH2:6][C:7]1[CH:12]=[C:11]([O:13][CH2:14][CH3:15])[C:10]([O:16][CH2:23][C:24]2[N:25]=[C:26]([C:29]3[CH:34]=[CH:33][C:32]([CH:35]([CH3:37])[CH3:36])=[CH:31][CH:30]=3)[S:27][CH:28]=2)=[CH:9][C:8]=1[F:17])[CH3:2]. The catalyst class is: 10. (3) Reactant: [C:1]([C:3]([C:6]1[CH:7]=[C:8]([CH:13]=[CH:14][CH:15]=1)[C:9]([O:11]C)=[O:10])([CH3:5])[CH3:4])#[N:2].[OH-].[Li+].CO.O. Product: [C:1]([C:3]([C:6]1[CH:7]=[C:8]([CH:13]=[CH:14][CH:15]=1)[C:9]([OH:11])=[O:10])([CH3:5])[CH3:4])#[N:2]. The catalyst class is: 7. (4) Reactant: [NH2:1][C:2]1[C:10]2[C:5](=[N:6][CH:7]=[CH:8][CH:9]=2)[Se:4][C:3]=1[C:11]#[N:12].C([OH:15])C. Product: [NH2:1][C:2]1[C:10]2[C:5](=[N:6][CH:7]=[CH:8][CH:9]=2)[Se:4][C:3]=1[C:11]([NH2:12])=[O:15]. The catalyst class is: 74. (5) Reactant: CON(C)[C:4]([C:6]1[C:15](=[O:16])[C:14]2[C:9](=[CH:10][CH:11]=[CH:12][CH:13]=2)[N:8]([CH2:17][C:18]2[CH:23]=[CH:22][CH:21]=[C:20]([Br:24])[N:19]=2)[CH:7]=1)=[O:5].[CH3:26][C:27]1[CH:32]=[CH:31][N:30]=[C:29]([Mg]Br)[CH:28]=1. Product: [Br:24][C:20]1[N:19]=[C:18]([CH2:17][N:8]2[C:9]3[C:14](=[CH:13][CH:12]=[CH:11][CH:10]=3)[C:15](=[O:16])[C:6]([C:4]([C:29]3[CH:28]=[C:27]([CH3:26])[CH:32]=[CH:31][N:30]=3)=[O:5])=[CH:7]2)[CH:23]=[CH:22][CH:21]=1. The catalyst class is: 1. (6) Reactant: [Cl:1][C:2]1[CH:3]=[C:4]([CH2:12][OH:13])[CH:5]=[C:6]([C:8]([F:11])([F:10])[F:9])[CH:7]=1.C1N=CN([C:19](N2C=NC=C2)=[O:20])C=1.[CH2:26]1[NH:32][CH2:31][CH2:30][CH2:29][N:28]2[CH:33]=[C:34]([C:36]([O:38][CH2:39][CH3:40])=[O:37])[CH:35]=[C:27]12. Product: [CH2:26]1[N:32]([C:19]([O:13][CH2:12][C:4]2[CH:5]=[C:6]([C:8]([F:10])([F:11])[F:9])[CH:7]=[C:2]([Cl:1])[CH:3]=2)=[O:20])[CH2:31][CH2:30][CH2:29][N:28]2[CH:33]=[C:34]([C:36]([O:38][CH2:39][CH3:40])=[O:37])[CH:35]=[C:27]12. The catalyst class is: 239.